This data is from Full USPTO retrosynthesis dataset with 1.9M reactions from patents (1976-2016). The task is: Predict the reactants needed to synthesize the given product. (1) Given the product [F:33][C:2]([F:1])([F:32])[C:3]1([CH2:7][N:8]2[CH2:13][CH2:12][CH:11]([CH2:14][NH:15][C:16]3[CH:21]=[CH:20][C:19]([C:22]4[CH:23]=[CH:24][C:25]([C:28]([OH:30])=[O:29])=[CH:26][CH:27]=4)=[CH:18][CH:17]=3)[CH2:10][CH2:9]2)[CH2:6][CH2:5][CH2:4]1, predict the reactants needed to synthesize it. The reactants are: [F:1][C:2]([F:33])([F:32])[C:3]1([CH2:7][N:8]2[CH2:13][CH2:12][CH:11]([CH2:14][NH:15][C:16]3[CH:21]=[CH:20][C:19]([C:22]4[CH:27]=[CH:26][C:25]([C:28]([O:30]C)=[O:29])=[CH:24][CH:23]=4)=[CH:18][CH:17]=3)[CH2:10][CH2:9]2)[CH2:6][CH2:5][CH2:4]1.O[Li].O. (2) Given the product [C:30]([NH:1][C:2]1[N:7]=[CH:6][C:5](/[CH:8]=[CH:9]/[C:10]([N:12]([CH3:24])[CH2:13][C:14]2[N:15]([CH3:23])[C:16]3[C:21]([CH:22]=2)=[CH:20][CH:19]=[CH:18][CH:17]=3)=[O:11])=[CH:4][CH:3]=1)(=[O:32])[CH3:31], predict the reactants needed to synthesize it. The reactants are: [NH2:1][C:2]1[N:7]=[CH:6][C:5](/[CH:8]=[CH:9]/[C:10]([N:12]([CH3:24])[CH2:13][C:14]2[N:15]([CH3:23])[C:16]3[C:21]([CH:22]=2)=[CH:20][CH:19]=[CH:18][CH:17]=3)=[O:11])=[CH:4][CH:3]=1.C([O-])(O)=O.[Na+].[C:30](OC(=O)C)(=[O:32])[CH3:31]. (3) The reactants are: [Br:1][C:2]1[CH:7]=[CH:6][C:5]([C:8]2[C:12]3[CH2:13][N:14]([C:17](=[O:19])[CH3:18])[CH2:15][CH2:16][C:11]=3[N:10]([CH2:20][C@H:21]3[CH2:23][O:22]3)[N:9]=2)=[CH:4][CH:3]=1.[CH3:24][C:25]1[CH:30]=[CH:29][C:28]([Cl:31])=[CH:27][C:26]=1[N:32]1[CH2:37][CH2:36][NH:35][CH2:34][CH2:33]1. Given the product [Br:1][C:2]1[CH:3]=[CH:4][C:5]([C:8]2[C:12]3[CH2:13][N:14]([C:17](=[O:19])[CH3:18])[CH2:15][CH2:16][C:11]=3[N:10]([CH2:20][C@H:21]([OH:22])[CH2:23][N:35]3[CH2:34][CH2:33][N:32]([C:26]4[CH:27]=[C:28]([Cl:31])[CH:29]=[CH:30][C:25]=4[CH3:24])[CH2:37][CH2:36]3)[N:9]=2)=[CH:6][CH:7]=1, predict the reactants needed to synthesize it. (4) Given the product [C:11]([C:13]1[CH:14]=[C:15]([C:20]2[O:24][N:23]=[C:22]([C:25]3[CH:42]=[CH:41][C:28]4[CH2:29][CH2:30][N:31]([C:34]([O:36][C:37]([CH3:38])([CH3:39])[CH3:40])=[O:35])[CH2:32][CH2:33][C:27]=4[CH:26]=3)[N:21]=2)[CH:16]=[CH:17][C:18]=1[O:8][CH2:1][C:2]1[CH:7]=[CH:6][CH:5]=[CH:4][CH:3]=1)#[N:12], predict the reactants needed to synthesize it. The reactants are: [CH2:1]([OH:8])[C:2]1[CH:7]=[CH:6][CH:5]=[CH:4][CH:3]=1.[H-].[Na+].[C:11]([C:13]1[CH:14]=[C:15]([C:20]2[O:24][N:23]=[C:22]([C:25]3[CH:42]=[CH:41][C:28]4[CH2:29][CH2:30][N:31]([C:34]([O:36][C:37]([CH3:40])([CH3:39])[CH3:38])=[O:35])[CH2:32][CH2:33][C:27]=4[CH:26]=3)[N:21]=2)[CH:16]=[CH:17][C:18]=1F)#[N:12]. (5) Given the product [Cl:12][C:11]1[CH:10]=[CH:9][C:4]([C:5]([O:7][CH3:8])=[O:6])=[C:3]([NH:13][CH2:14][CH2:15][CH2:16][OH:17])[C:2]=1[NH:1][C:19](=[S:20])[NH:18][C:21]1[C:22]([C:29]([F:32])([F:30])[F:31])=[N:23][C:24]([O:27][CH3:28])=[CH:25][CH:26]=1, predict the reactants needed to synthesize it. The reactants are: [NH2:1][C:2]1[C:3]([NH:13][CH2:14][CH2:15][CH2:16][OH:17])=[C:4]([CH:9]=[CH:10][C:11]=1[Cl:12])[C:5]([O:7][CH3:8])=[O:6].[N:18]([C:21]1[C:22]([C:29]([F:32])([F:31])[F:30])=[N:23][C:24]([O:27][CH3:28])=[CH:25][CH:26]=1)=[C:19]=[S:20].